Dataset: Reaction yield outcomes from USPTO patents with 853,638 reactions. Task: Predict the reaction yield, written as a fraction of the theoretical maximum amount of product (1.0 means a 100% yield; for example, 0.34 means a 34% yield). (1) The reactants are [CH2:1]([O:8][C:9]1[CH:14]=[CH:13][CH:12]=[C:11]([CH:15]([CH3:17])[CH3:16])[CH:10]=1)[C:2]1[CH:7]=[CH:6][CH:5]=[CH:4][CH:3]=1.[Br:18]N1C(=O)CCC1=O. The catalyst is C(Cl)(Cl)(Cl)Cl. The product is [CH2:1]([O:8][C:9]1[CH:14]=[CH:13][C:12]([Br:18])=[C:11]([CH:15]([CH3:17])[CH3:16])[CH:10]=1)[C:2]1[CH:3]=[CH:4][CH:5]=[CH:6][CH:7]=1. The yield is 0.930. (2) The reactants are Br[C:2]1[CH:3]=[C:4]([N:8]2[C:12]3=[N:13][C:14]([CH:17]4[CH2:19][CH2:18]4)=[N:15][CH:16]=[C:11]3[C:10]([C:20]([O:22][CH2:23][CH3:24])=[O:21])=[N:9]2)[CH:5]=[CH:6][CH:7]=1.[C:25]([C@:27]1([OH:34])[CH2:31][CH2:30][N:29]([CH3:32])[C:28]1=[O:33])#[CH:26]. No catalyst specified. The product is [CH:17]1([C:14]2[N:13]=[C:12]3[N:8]([C:4]4[CH:5]=[CH:6][CH:7]=[C:2]([C:26]#[C:25][C@:27]5([OH:34])[CH2:31][CH2:30][N:29]([CH3:32])[C:28]5=[O:33])[CH:3]=4)[N:9]=[C:10]([C:20]([O:22][CH2:23][CH3:24])=[O:21])[C:11]3=[CH:16][N:15]=2)[CH2:19][CH2:18]1. The yield is 0.870. (3) The reactants are [OH:1][CH2:2][CH2:3][CH2:4][NH:5][C:6]1[CH:11]=[CH:10][CH:9]=[CH:8][N+:7]=1[O-:12].[C:13](O[C:13]([O:15][C:16]([CH3:19])([CH3:18])[CH3:17])=[O:14])([O:15][C:16]([CH3:19])([CH3:18])[CH3:17])=[O:14]. The catalyst is C(O)(C)(C)C. The product is [OH:1][CH2:2][CH2:3][CH2:4][N:5]([C:6]1[CH:11]=[CH:10][CH:9]=[CH:8][N+:7]=1[O-:12])[C:13]([O:15][C:16]([CH3:19])([CH3:18])[CH3:17])=[O:14]. The yield is 0.980. (4) The reactants are [N:1]1[CH:6]=[CH:5][CH:4]=[CH:3][C:2]=1[C:7]([C:9]1[S:13][C:12]([NH2:14])=[N:11][C:10]=1[C:15]1[O:16][CH:17]=[CH:18][CH:19]=1)=[O:8].C(N(CC)CC)C.[Cl:27][CH2:28][C:29](Cl)=[O:30].C(=O)([O-])O.[Na+]. The catalyst is C1COCC1.O. The product is [Cl:27][CH2:28][C:29]([NH:14][C:12]1[S:13][C:9]([C:7]([C:2]2[CH:3]=[CH:4][CH:5]=[CH:6][N:1]=2)=[O:8])=[C:10]([C:15]2[O:16][CH:17]=[CH:18][CH:19]=2)[N:11]=1)=[O:30]. The yield is 0.960. (5) The reactants are CS(C1C=CC(N2CCCC2)=C(C=1)C(O)=O)(=O)=O.Cl[C:20]1[CH:28]=[CH:27][C:26]([S:29](=[O:36])(=[O:35])[NH:30][CH2:31][CH:32]2[CH2:34][CH2:33]2)=[CH:25][C:21]=1[C:22]([OH:24])=[O:23].[NH:37]1[CH2:42][CH2:41][O:40][CH2:39][CH2:38]1. No catalyst specified. The product is [CH:32]1([CH2:31][NH:30][S:29]([C:26]2[CH:27]=[CH:28][C:20]([N:37]3[CH2:42][CH2:41][O:40][CH2:39][CH2:38]3)=[C:21]([CH:25]=2)[C:22]([OH:24])=[O:23])(=[O:36])=[O:35])[CH2:34][CH2:33]1. The yield is 0.330.